Dataset: Forward reaction prediction with 1.9M reactions from USPTO patents (1976-2016). Task: Predict the product of the given reaction. The product is: [F:23][C:21]1[CH:22]=[C:17]([C@H:16]2[NH:11][C@@H:12]([C:26](=[O:28])[CH3:27])[CH2:13][O:14][CH2:15]2)[CH:18]=[C:19]([F:25])[C:20]=1[F:24]. Given the reactants C(OC([N:11]1[C@H:16]([C:17]2[CH:22]=[C:21]([F:23])[C:20]([F:24])=[C:19]([F:25])[CH:18]=2)[CH2:15][O:14][CH2:13][C@@H:12]1[C:26](=[O:28])[CH3:27])=O)C1C=CC=CC=1, predict the reaction product.